Predict the product of the given reaction. From a dataset of Forward reaction prediction with 1.9M reactions from USPTO patents (1976-2016). (1) Given the reactants [O:1]=[C:2]1[C:11]2[C:6](=[CH:7][CH:8]=[CH:9][CH:10]=2)[N:5]=[C:4]([CH2:12][CH2:13][CH2:14][C:15]([OH:17])=O)[NH:3]1.[NH2:18][C@H:19]1[CH2:24][CH2:23][C@H:22]([O:25][C:26]2[CH:33]=[CH:32][C:29]([C:30]#[N:31])=[C:28]([Cl:34])[CH:27]=2)[CH2:21][CH2:20]1, predict the reaction product. The product is: [Cl:34][C:28]1[CH:27]=[C:26]([CH:33]=[CH:32][C:29]=1[C:30]#[N:31])[O:25][C@H:22]1[CH2:21][CH2:20][C@H:19]([NH:18][C:15](=[O:17])[CH2:14][CH2:13][CH2:12][C:4]2[NH:3][C:2](=[O:1])[C:11]3[C:6](=[CH:7][CH:8]=[CH:9][CH:10]=3)[N:5]=2)[CH2:24][CH2:23]1. (2) Given the reactants [CH3:1][C:2]1[CH:3]=[C:4]2[C:9](=[C:10]([CH3:12])[CH:11]=1)[N:8]=[C:7](Cl)[N:6]=[C:5]2Cl.[NH2:15][C:16]1[CH:23]=[CH:22][C:19]([CH2:20][NH2:21])=[CH:18][CH:17]=1.[Cl:24][C:25]1[CH:33]=[CH:32][C:28]([C:29](Cl)=[O:30])=[CH:27][CH:26]=1.[CH3:34][NH2:35], predict the reaction product. The product is: [Cl:24][C:25]1[CH:33]=[CH:32][C:28]([C:29]([NH:15][C:16]2[CH:23]=[CH:22][C:19]([CH2:20][NH:21][C:5]3[C:4]4[C:9](=[C:10]([CH3:12])[CH:11]=[C:2]([CH3:1])[CH:3]=4)[N:8]=[C:7]([NH:35][CH3:34])[N:6]=3)=[CH:18][CH:17]=2)=[O:30])=[CH:27][CH:26]=1. (3) Given the reactants [CH3:1][O:2][C:3]1[C:8]2[O:9][C:10]3([O:19][C:7]=2[C:6]([C:20]([OH:22])=[O:21])=[CH:5][CH:4]=1)[CH2:15][CH2:14][N:13](C(=O)C)[CH2:12][CH2:11]3.[Li+].[OH-].Cl.[CH3:26]O, predict the reaction product. The product is: [CH3:1][O:2][C:3]1[C:8]2[O:9][C:10]3([O:19][C:7]=2[C:6]([C:20]([O:22][CH3:26])=[O:21])=[CH:5][CH:4]=1)[CH2:15][CH2:14][NH:13][CH2:12][CH2:11]3.